Predict which catalyst facilitates the given reaction. From a dataset of Catalyst prediction with 721,799 reactions and 888 catalyst types from USPTO. Reactant: [Br:1][C:2]1[CH:7]=[CH:6][C:5]([CH:8]2[S:14][CH2:13][C:12](=O)[NH:11][C:10]3[N:16]([CH3:25])[N:17]=[C:18]([C:19]4[CH:24]=[CH:23][CH:22]=[CH:21][N:20]=4)[C:9]2=3)=[C:4]([Cl:26])[CH:3]=1.B.C1COCC1.Cl.[OH-].[Na+]. Product: [Br:1][C:2]1[CH:7]=[CH:6][C:5]([CH:8]2[S:14][CH2:13][CH2:12][NH:11][C:10]3[N:16]([CH3:25])[N:17]=[C:18]([C:19]4[CH:24]=[CH:23][CH:22]=[CH:21][N:20]=4)[C:9]2=3)=[C:4]([Cl:26])[CH:3]=1. The catalyst class is: 56.